Predict the reaction yield, written as a fraction of the theoretical maximum amount of product (1.0 means a 100% yield; for example, 0.34 means a 34% yield). From a dataset of Reaction yield outcomes from USPTO patents with 853,638 reactions. The product is [CH:1]([S:4]([N:7]1[C:11]2[CH:12]=[C:13]([C:16]3[N:20]([CH:21]4[CH2:26][CH2:25][NH:24][CH2:23][CH2:22]4)[CH:19]=[N:18][C:17]=3[C:32]3[CH:37]=[CH:36][CH:35]=[CH:34][CH:33]=3)[CH:14]=[CH:15][C:10]=2[N:9]=[C:8]1[NH2:38])(=[O:5])=[O:6])([CH3:3])[CH3:2]. The yield is 0.430. The reactants are [CH:1]([S:4]([N:7]1[C:11]2[CH:12]=[C:13]([C:16]3[N:20]([CH:21]4[CH2:26][CH2:25][N:24](C(OCC)=O)[CH2:23][CH2:22]4)[CH:19]=[N:18][C:17]=3[C:32]3[CH:37]=[CH:36][CH:35]=[CH:34][CH:33]=3)[CH:14]=[CH:15][C:10]=2[N:9]=[C:8]1[NH2:38])(=[O:6])=[O:5])([CH3:3])[CH3:2].[OH-].[Na+]. The catalyst is Cl.